From a dataset of Catalyst prediction with 721,799 reactions and 888 catalyst types from USPTO. Predict which catalyst facilitates the given reaction. (1) Reactant: [OH:1][C:2]1[CH:10]=[CH:9][C:5]2[CH:6]=[CH:7][S:8][C:4]=2[CH:3]=1.N1C=CN=C1.[CH3:16][C:17]([Si:20](Cl)([CH3:22])[CH3:21])([CH3:19])[CH3:18].O. Product: [Si:20]([O:1][C:2]1[CH:10]=[CH:9][C:5]2[CH:6]=[CH:7][S:8][C:4]=2[CH:3]=1)([C:17]([CH3:19])([CH3:18])[CH3:16])([CH3:22])[CH3:21]. The catalyst class is: 4. (2) Reactant: [O:1]=[C:2]1[CH:7]=[C:6]([C:8]([O:10]C)=[O:9])[CH:5]=[CH:4][N:3]1[CH2:12][CH2:13][CH2:14][CH2:15][N:16]1[CH:20]=[C:19]([C:21](=[O:35])[NH:22][CH2:23][C:24]2[CH:29]=[CH:28][CH:27]=[C:26]([O:30][C:31]([F:34])([F:33])[F:32])[CH:25]=2)[N:18]=[N:17]1.CO.O.O.[OH-].[Li+]. Product: [O:1]=[C:2]1[CH:7]=[C:6]([C:8]([OH:10])=[O:9])[CH:5]=[CH:4][N:3]1[CH2:12][CH2:13][CH2:14][CH2:15][N:16]1[CH:20]=[C:19]([C:21](=[O:35])[NH:22][CH2:23][C:24]2[CH:29]=[CH:28][CH:27]=[C:26]([O:30][C:31]([F:32])([F:33])[F:34])[CH:25]=2)[N:18]=[N:17]1. The catalyst class is: 1. (3) Reactant: N(C(OC(C)C)=O)=NC(OC(C)C)=O.[OH:15][C:16]1[CH:17]=[N:18][C:19]([N:22]2[CH2:27][CH2:26][N:25]([C:28]([O:30][C:31]([CH3:34])([CH3:33])[CH3:32])=[O:29])[CH2:24][CH2:23]2)=[N:20][CH:21]=1.C1(P(C2C=CC=CC=2)C2C=CC=CC=2)C=CC=CC=1.[N:54]1([C:59]2[CH:64]=[CH:63][C:62]([CH2:65]O)=[CH:61][CH:60]=2)[CH:58]=[N:57][N:56]=[N:55]1. Product: [N:54]1([C:59]2[CH:64]=[CH:63][C:62]([CH2:65][O:15][C:16]3[CH:21]=[N:20][C:19]([N:22]4[CH2:23][CH2:24][N:25]([C:28]([O:30][C:31]([CH3:34])([CH3:33])[CH3:32])=[O:29])[CH2:26][CH2:27]4)=[N:18][CH:17]=3)=[CH:61][CH:60]=2)[CH:58]=[N:57][N:56]=[N:55]1. The catalyst class is: 1.